Dataset: Full USPTO retrosynthesis dataset with 1.9M reactions from patents (1976-2016). Task: Predict the reactants needed to synthesize the given product. (1) Given the product [C:1]([O:4][C:5]1[CH:6]=[C:7]([CH3:18])[C:8]([NH:14][C:15](=[O:17])[CH3:16])=[C:9]([NH2:11])[CH:10]=1)(=[O:3])[CH3:2], predict the reactants needed to synthesize it. The reactants are: [C:1]([O:4][C:5]1[CH:10]=[C:9]([N+:11]([O-])=O)[C:8]([NH:14][C:15](=[O:17])[CH3:16])=[C:7]([CH3:18])[CH:6]=1)(=[O:3])[CH3:2].[H][H]. (2) Given the product [CH3:29][N:30]([CH3:34])[CH2:31][CH2:32][NH:33][C:19]([C:18]1[CH:17]=[C:16]([CH:24]=[CH:23][CH:22]=1)[CH2:15][O:14][NH:13][C:11](=[O:12])[C:10]1[CH:25]=[CH:26][CH:27]=[CH:28][C:9]=1[NH:8][CH2:7][C:4]1[CH:5]=[CH:6][N:1]=[CH:2][CH:3]=1)=[O:20], predict the reactants needed to synthesize it. The reactants are: [N:1]1[CH:6]=[CH:5][C:4]([CH2:7][NH:8][C:9]2[CH:28]=[CH:27][CH:26]=[CH:25][C:10]=2[C:11]([NH:13][O:14][CH2:15][C:16]2[CH:17]=[C:18]([CH:22]=[CH:23][CH:24]=2)[C:19](O)=[O:20])=[O:12])=[CH:3][CH:2]=1.[CH3:29][N:30]([CH3:34])[CH2:31][CH2:32][NH2:33]. (3) Given the product [NH2:9][C:4]1[CH:3]=[C:2]([Br:1])[CH:7]=[CH:6][C:5]=1[SH:8], predict the reactants needed to synthesize it. The reactants are: [Br:1][C:2]1[CH:7]=[CH:6][C:5]([SH:8])=[C:4]([N+:9]([O-])=O)[CH:3]=1.[H][H]. (4) Given the product [F:17][C:18]1[CH:19]=[CH:20][C:21]([CH2:22][CH:23]2[CH2:27][CH2:26][N:25]([C:13]([C:9]3[CH:10]=[N:11][O:12][C:8]=3[C:5]3[CH:4]=[CH:3][C:2]([CH3:1])=[CH:7][CH:6]=3)=[O:15])[CH2:24]2)=[CH:28][CH:29]=1, predict the reactants needed to synthesize it. The reactants are: [CH3:1][C:2]1[CH:7]=[CH:6][C:5]([C:8]2[O:12][N:11]=[CH:10][C:9]=2[C:13]([OH:15])=O)=[CH:4][CH:3]=1.Cl.[F:17][C:18]1[CH:29]=[CH:28][C:21]([CH2:22][CH:23]2[CH2:27][CH2:26][NH:25][CH2:24]2)=[CH:20][CH:19]=1. (5) The reactants are: [Cl:1][C:2]1[N:3]=[N:4][CH:5]=[C:6]([O:9][CH3:10])[C:7]=1[OH:8].[H-].[Na+].Br[CH2:14][CH:15]1[CH2:17][CH2:16]1. Given the product [Cl:1][C:2]1[C:7](=[O:8])[C:6]([O:9][CH3:10])=[CH:5][N:4]([CH2:14][CH:15]2[CH2:17][CH2:16]2)[N:3]=1, predict the reactants needed to synthesize it. (6) The reactants are: [CH3:1][N:2]1[C:7](=[O:8])[CH:6]=[CH:5][C:4]([C:9](=O)[CH2:10][C@H:11]([C:19]2[CH:24]=[CH:23][C:22]([CH:25]3[CH2:30][CH2:29][N:28]([C:31]([O:33][C:34]([CH3:37])([CH3:36])[CH3:35])=[O:32])[CH2:27][CH2:26]3)=[CH:21][CH:20]=2)[C:12]2[CH:17]=[CH:16][CH:15]=[CH:14][C:13]=2[CH3:18])=[CH:3]1.C(=O)([O-])O.[Na+].Cl.[NH2:45][OH:46]. Given the product [OH:46]/[N:45]=[C:9](/[C:4]1[CH:5]=[CH:6][C:7](=[O:8])[N:2]([CH3:1])[CH:3]=1)\[CH2:10][C@H:11]([C:19]1[CH:24]=[CH:23][C:22]([CH:25]2[CH2:30][CH2:29][N:28]([C:31]([O:33][C:34]([CH3:35])([CH3:36])[CH3:37])=[O:32])[CH2:27][CH2:26]2)=[CH:21][CH:20]=1)[C:12]1[CH:17]=[CH:16][CH:15]=[CH:14][C:13]=1[CH3:18], predict the reactants needed to synthesize it. (7) Given the product [Cl:28][C:20]1[C:21]([O:23][C:24]([F:25])([F:26])[F:27])=[CH:22][C:16]2[S:15][C:33]3[C:34](=[O:36])[NH:35][CH:30]([CH3:29])[CH2:31][C:32]=3[NH:18][C:17]=2[CH:19]=1, predict the reactants needed to synthesize it. The reactants are: [NH2:18][C:17]1[CH:19]=[C:20]([Cl:28])[C:21]([O:23][C:24]([F:27])([F:25])[F:26])=[CH:22][C:16]=1[S:15][S:15][C:16]1[CH:22]=[C:21]([O:23][C:24]([F:27])([F:26])[F:25])[C:20]([Cl:28])=[CH:19][C:17]=1[NH2:18].[CH3:29][CH:30]1[NH:35][C:34](=[O:36])[CH2:33][C:32](=O)[CH2:31]1. (8) Given the product [C:1]([C:3]1[C:12]2[C:7](=[CH:8][CH:9]=[C:10]([O:13][C:14]3[CH:15]=[CH:16][CH:17]=[CH:18][CH:19]=3)[CH:11]=2)[C:6]([OH:20])=[C:5]([C:21]([NH:23][C@H:24]([CH2:31][C:32]2[CH:37]=[CH:36][CH:35]=[CH:34][CH:33]=2)[C@H:25]([OH:30])[C:26]([OH:28])=[O:27])=[O:22])[N:4]=1)#[N:2], predict the reactants needed to synthesize it. The reactants are: [C:1]([C:3]1[C:12]2[C:7](=[CH:8][CH:9]=[C:10]([O:13][C:14]3[CH:19]=[CH:18][CH:17]=[CH:16][CH:15]=3)[CH:11]=2)[C:6]([OH:20])=[C:5]([C:21]([NH:23][C@H:24]([CH2:31][C:32]2[CH:37]=[CH:36][CH:35]=[CH:34][CH:33]=2)[C@H:25]([OH:30])[C:26]([O:28]C)=[O:27])=[O:22])[N:4]=1)#[N:2].O.CCOC(C)=O.Cl. (9) Given the product [F:1][C:2]([F:7])([F:6])[C:3]([OH:5])=[O:4].[O:35]1[CH2:36][CH2:37][CH:38]([CH2:41][O:42][C:43]2[N:48]=[N:47][C:46]([N:49]3[CH2:50][C:51]4[CH2:56][N:55]([C:57]([C:59]5[CH:64]=[CH:63][CH:62]=[CH:61][C:60]=5[C:65]([F:68])([F:67])[F:66])=[O:58])[CH2:54][C:52]=4[CH2:53]3)=[CH:45][CH:44]=2)[CH2:39][CH2:40]1, predict the reactants needed to synthesize it. The reactants are: [F:1][C:2]([F:7])([F:6])[C:3]([OH:5])=[O:4].C1C2CNCC=2CN1C(C1C=CC=CC=1C(F)(F)F)=O.FC(F)(F)C(O)=O.[O:35]1[CH2:40][CH2:39][CH:38]([CH2:41][O:42][C:43]2[N:48]=[N:47][C:46]([N:49]3[CH2:53][C:52]4[CH2:54][N:55]([C:57]([C:59]5[CH:64]=[CH:63][CH:62]=[CH:61][C:60]=5[C:65]([F:68])([F:67])[F:66])=[O:58])[CH2:56][C:51]=4[CH2:50]3)=[CH:45][CH:44]=2)[CH2:37][CH2:36]1.ClC1N=NC(OCC2CCOCC2)=CC=1. (10) Given the product [CH3:1][C:2]1[CH:3]=[CH:4][C:5]2[O:9][C:8]([C:10]3[CH:11]=[C:12]([NH:16][C:23](=[O:24])[C:22]4[CH:26]=[CH:27][CH:28]=[CH:29][C:21]=4[N+:18]([O-:20])=[O:19])[CH:13]=[CH:14][CH:15]=3)=[N:7][C:6]=2[CH:17]=1, predict the reactants needed to synthesize it. The reactants are: [CH3:1][C:2]1[CH:3]=[CH:4][C:5]2[O:9][C:8]([C:10]3[CH:11]=[C:12]([NH2:16])[CH:13]=[CH:14][CH:15]=3)=[N:7][C:6]=2[CH:17]=1.[N+:18]([C:21]1[CH:29]=[CH:28][CH:27]=[CH:26][C:22]=1[C:23](Cl)=[O:24])([O-:20])=[O:19].